Predict the reactants needed to synthesize the given product. From a dataset of Full USPTO retrosynthesis dataset with 1.9M reactions from patents (1976-2016). (1) Given the product [CH3:20][S:19][C:15]1[CH:14]=[C:13]2[C:18](=[CH:17][CH:16]=1)[NH:10][C:11]([C:21]1[CH:22]=[CH:23][CH:24]=[CH:25][CH:26]=1)=[CH:12]2, predict the reactants needed to synthesize it. The reactants are: C1(S([N:10]2[C:18]3[C:13](=[CH:14][C:15]([S:19][CH3:20])=[CH:16][CH:17]=3)[CH:12]=[C:11]2[C:21]2[CH:26]=[CH:25][CH:24]=[CH:23][CH:22]=2)(=O)=O)C=CC=CC=1.C(=O)([O-])[O-].[Cs+].[Cs+]. (2) Given the product [F:22][C:23]1[CH:28]=[C:27]([C:2]2[CH:3]=[C:4]3[C:10]([I:11])=[CH:9][N:8]([S:12]([C:15]4[CH:21]=[CH:20][C:18]([CH3:19])=[CH:17][CH:16]=4)(=[O:14])=[O:13])[C:5]3=[N:6][CH:7]=2)[CH:26]=[CH:25][C:24]=1[CH:39]1[CH2:44][CH2:43][N:42]([C:45]([O:47][C:48]([CH3:51])([CH3:50])[CH3:49])=[O:46])[CH2:41][CH2:40]1, predict the reactants needed to synthesize it. The reactants are: Br[C:2]1[CH:3]=[C:4]2[C:10]([I:11])=[CH:9][N:8]([S:12]([C:15]3[CH:21]=[CH:20][C:18]([CH3:19])=[CH:17][CH:16]=3)(=[O:14])=[O:13])[C:5]2=[N:6][CH:7]=1.[F:22][C:23]1[CH:28]=[C:27](C2C=C3C(I)=CNC3=NC=2)[CH:26]=[CH:25][C:24]=1[CH:39]1[CH2:44][CH2:43][N:42]([C:45]([O:47][C:48]([CH3:51])([CH3:50])[CH3:49])=[O:46])[CH2:41][CH2:40]1.C1(C)C=CC(S(Cl)(=O)=O)=CC=1. (3) Given the product [CH:2]([CH:3]1[CH:8]([CH3:9])[CH2:7][CH2:6][N:5]([C:10]([O:12][C:13]([CH3:14])([CH3:16])[CH3:15])=[O:11])[CH2:4]1)=[O:1], predict the reactants needed to synthesize it. The reactants are: [OH:1][CH2:2][CH:3]1[CH:8]([CH3:9])[CH2:7][CH2:6][N:5]([C:10]([O:12][C:13]([CH3:16])([CH3:15])[CH3:14])=[O:11])[CH2:4]1.CC(OI1(OC(C)=O)(OC(C)=O)OC(=O)C2C=CC=CC1=2)=O. (4) Given the product [CH2:14]([C:17]1([NH:27][C:6](=[O:11])[C:7]([F:8])([F:9])[F:10])[CH2:26][CH2:25][C:20]2([O:21][CH2:22][CH2:23][O:24]2)[CH2:19][CH2:18]1)[CH:15]=[CH2:16], predict the reactants needed to synthesize it. The reactants are: [F:8][C:7]([F:10])([F:9])[C:6](O[C:6](=[O:11])[C:7]([F:10])([F:9])[F:8])=[O:11].[CH2:14]([C:17]1([NH2:27])[CH2:26][CH2:25][C:20]2([O:24][CH2:23][CH2:22][O:21]2)[CH2:19][CH2:18]1)[CH:15]=[CH2:16].C(N(CC)CC)C.